From a dataset of Peptide-MHC class II binding affinity with 134,281 pairs from IEDB. Regression. Given a peptide amino acid sequence and an MHC pseudo amino acid sequence, predict their binding affinity value. This is MHC class II binding data. (1) The peptide sequence is RQSGATIADVLAEKE. The MHC is DRB1_0101 with pseudo-sequence DRB1_0101. The binding affinity (normalized) is 0.243. (2) The peptide sequence is LEAAVKQAYAATIAA. The MHC is HLA-DQA10501-DQB10301 with pseudo-sequence HLA-DQA10501-DQB10301. The binding affinity (normalized) is 0.664. (3) The peptide sequence is SQDHELSWNLNGLQAY. The MHC is DRB1_1302 with pseudo-sequence DRB1_1302. The binding affinity (normalized) is 0.608.